This data is from Forward reaction prediction with 1.9M reactions from USPTO patents (1976-2016). The task is: Predict the product of the given reaction. (1) Given the reactants [Br:1][C:2]1[CH:14]=[N:13][C:12]2[C:11]3[CH:10]=[CH:9][C:8]([S:15]([CH3:18])(=[O:17])=[O:16])=[CH:7][C:6]=3[NH:5][C:4]=2[CH:3]=1.[F:19][C:20]1([F:34])[CH2:25][CH2:24][CH:23]([CH:26]([C:28]2[CH:33]=[CH:32][CH:31]=[CH:30][CH:29]=2)O)[CH2:22][CH2:21]1.C1(P(C2C=CC=CC=2)C2C=CC=CC=2)C=CC=CC=1.CC(OC(/N=N/C(OC(C)C)=O)=O)C, predict the reaction product. The product is: [Br:1][C:2]1[CH:14]=[N:13][C:12]2[C:11]3[CH:10]=[CH:9][C:8]([S:15]([CH3:18])(=[O:17])=[O:16])=[CH:7][C:6]=3[N:5]([CH:26]([CH:23]3[CH2:24][CH2:25][C:20]([F:19])([F:34])[CH2:21][CH2:22]3)[C:28]3[CH:33]=[CH:32][CH:31]=[CH:30][CH:29]=3)[C:4]=2[CH:3]=1. (2) Given the reactants [NH2:1][C:2]1[CH:9]=[CH:8][C:5]([C:6]#[N:7])=[CH:4][CH:3]=1.[N-:10]=[N+:11]=[N-:12].[Na+].[NH4+].[Cl-], predict the reaction product. The product is: [NH:10]1[C:6]([C:5]2[CH:8]=[CH:9][C:2]([NH2:1])=[CH:3][CH:4]=2)=[N:7][N:12]=[N:11]1. (3) Given the reactants [Cl:1][C:2]1[CH:3]=[C:4]([C:10]2([C:28]([F:31])([F:30])[F:29])[O:14][N:13]=[C:12]([C:15]3[CH:20]=[CH:19][C:18]([N:21]4[CH2:24][CH:23]([C:25](O)=[O:26])[CH2:22]4)=[CH:17][CH:16]=3)[CH2:11]2)[CH:5]=[C:6]([Cl:9])[C:7]=1[Cl:8].CCN(C(C)C)C(C)C.C1C=CC2N(O)N=NC=2C=1.CCN=C=NCCCN(C)C.Cl.Cl.Cl.[F:65][C:66]([F:70])([F:69])[CH2:67][NH2:68], predict the reaction product. The product is: [F:65][C:66]([F:70])([F:69])[CH2:67][NH:68][C:25]([CH:23]1[CH2:22][N:21]([C:18]2[CH:19]=[CH:20][C:15]([C:12]3[CH2:11][C:10]([C:4]4[CH:3]=[C:2]([Cl:1])[C:7]([Cl:8])=[C:6]([Cl:9])[CH:5]=4)([C:28]([F:29])([F:30])[F:31])[O:14][N:13]=3)=[CH:16][CH:17]=2)[CH2:24]1)=[O:26]. (4) Given the reactants Cl.Cl.[NH:3]1[CH2:8][CH2:7][CH2:6][C@@H:5]([NH:9][C:10]2[CH:11]=[C:12]3[C:16](=[CH:17][CH:18]=2)[NH:15][N:14]=[CH:13]3)[CH2:4]1.[CH:19]([C:21]1[CH:31]=[CH:30][C:24]([C:25]([O:27][CH2:28][CH3:29])=[O:26])=[CH:23][CH:22]=1)=O.C([O-])(=O)C.[Na+].C([BH3-])#N.[Na+], predict the reaction product. The product is: [NH:15]1[C:16]2[C:12](=[CH:11][C:10]([NH:9][C@@H:5]3[CH2:6][CH2:7][CH2:8][N:3]([CH2:19][C:21]4[CH:31]=[CH:30][C:24]([C:25]([O:27][CH2:28][CH3:29])=[O:26])=[CH:23][CH:22]=4)[CH2:4]3)=[CH:18][CH:17]=2)[CH:13]=[N:14]1. (5) Given the reactants [C:1]1([S:7]([C:10]([CH:14]2[CH2:19][CH2:18][CH2:17][C:16](=O)[CH2:15]2)([CH3:13])[C:11]#[N:12])(=[O:9])=[O:8])[CH:6]=[CH:5][CH:4]=[CH:3][CH:2]=1.Cl.[CH3:22][C:23]1[CH:28]=[CH:27][C:26]([NH:29]N)=[CH:25][CH:24]=1.C([O-])(O)=O.[Na+], predict the reaction product. The product is: [C:1]1([S:7]([C:10]([CH:14]2[CH2:19][CH2:18][C:17]3[C:27]4[C:26](=[CH:25][CH:24]=[C:23]([CH3:22])[CH:28]=4)[NH:29][C:16]=3[CH2:15]2)([CH3:13])[C:11]#[N:12])(=[O:9])=[O:8])[CH:6]=[CH:5][CH:4]=[CH:3][CH:2]=1. (6) Given the reactants [CH:1]1([NH:4][C:5](=[O:30])[C:6]2[CH:11]=[CH:10][C:9]([CH3:12])=[C:8]([N:13]3[C:22](=[O:23])[C:21]4[C:16](=[CH:17][CH:18]=[C:19]([C:24]#[C:25][CH2:26][N:27]([CH3:29])[CH3:28])[CH:20]=4)[N:15]=[CH:14]3)[CH:7]=2)[CH2:3][CH2:2]1.CO, predict the reaction product. The product is: [CH:1]1([NH:4][C:5](=[O:30])[C:6]2[CH:11]=[CH:10][C:9]([CH3:12])=[C:8]([N:13]3[C:22](=[O:23])[C:21]4[C:16](=[CH:17][CH:18]=[C:19]([CH2:24][CH2:25][CH2:26][N:27]([CH3:28])[CH3:29])[CH:20]=4)[N:15]=[CH:14]3)[CH:7]=2)[CH2:3][CH2:2]1. (7) Given the reactants [C:1]([N:4]1[CH2:7][CH:6]([C:8]2[CH:9]=[C:10]3[C:16]([C:17]([NH2:19])=[O:18])=[N:15][N:14]([C:20]4[CH:25]=[CH:24][CH:23]=[C:22](Br)[CH:21]=4)[C:11]3=[N:12][CH:13]=2)[CH2:5]1)(=[O:3])[CH3:2].CN(C=O)C.[C:32]([C@:34]1([OH:41])[CH2:38][CH2:37][N:36]([CH3:39])[C:35]1=[O:40])#[CH:33], predict the reaction product. The product is: [C:1]([N:4]1[CH2:7][CH:6]([C:8]2[CH:9]=[C:10]3[C:16]([C:17]([NH2:19])=[O:18])=[N:15][N:14]([C:20]4[CH:25]=[CH:24][CH:23]=[C:22]([C:33]#[C:32][C@:34]5([OH:41])[CH2:38][CH2:37][N:36]([CH3:39])[C:35]5=[O:40])[CH:21]=4)[C:11]3=[N:12][CH:13]=2)[CH2:5]1)(=[O:3])[CH3:2].